Dataset: Reaction yield outcomes from USPTO patents with 853,638 reactions. Task: Predict the reaction yield, written as a fraction of the theoretical maximum amount of product (1.0 means a 100% yield; for example, 0.34 means a 34% yield). (1) The reactants are [Cl:1][C:2]1[CH:3]=[N+:4]([O-:27])[CH:5]=[C:6]([Cl:26])[C:7]=1[CH2:8][C@@H:9]([C:11]1[CH:16]=[CH:15][C:14]([O:17][CH:18]([F:20])[F:19])=[C:13]([O:21][CH2:22][CH:23]2[CH2:25][CH2:24]2)[CH:12]=1)[OH:10].[CH3:28][S:29]([NH:32][CH2:33][C:34]1[CH:35]=[C:36]2[C:40](=[CH:41][CH:42]=1)[C:39](=[O:43])[N:38]([CH2:44][C:45](O)=[O:46])[C:37]2=[O:48])(=[O:31])=[O:30].C(Cl)CCl. The catalyst is CN(C1C=CN=CC=1)C.C(Cl)Cl. The product is [Cl:1][C:2]1[CH:3]=[N+:4]([O-:27])[CH:5]=[C:6]([Cl:26])[C:7]=1[CH2:8][C@@H:9]([C:11]1[CH:16]=[CH:15][C:14]([O:17][CH:18]([F:20])[F:19])=[C:13]([O:21][CH2:22][CH:23]2[CH2:25][CH2:24]2)[CH:12]=1)[O:10][C:45](=[O:46])[CH2:44][N:38]1[C:37](=[O:48])[C:36]2[C:40](=[CH:41][CH:42]=[C:34]([CH2:33][NH:32][S:29]([CH3:28])(=[O:31])=[O:30])[CH:35]=2)[C:39]1=[O:43]. The yield is 0.309. (2) The reactants are [N:1]1[CH:6]=[CH:5][CH:4]=[CH:3][C:2]=1[C:7]1[O:11][CH:10]=[N:9][CH:8]=1.[Li]CCCC.[CH3:17][Si:18]([CH3:29])([CH3:28])[C:19]#[C:20][CH2:21][CH2:22][CH2:23][CH2:24][C:25](Cl)=[O:26]. The catalyst is C1COCC1.CCOC(C)=O.[Cl-].[Cl-].[Zn+2].[Cu]I. The product is [O:26]=[C:25]([C:10]1[O:11][C:7]([C:2]2[CH:3]=[CH:4][CH:5]=[CH:6][N:1]=2)=[CH:8][N:9]=1)[CH2:24][CH2:23][CH2:22][CH2:21][C:20]#[C:19][Si:18]([CH3:29])([CH3:17])[CH3:28]. The yield is 0.740. (3) The reactants are [F:1][C:2]1[CH:7]=[C:6]([CH:8]=[O:9])[CH:5]=[CH:4][C:3]=1[C:10]1[CH:15]=[CH:14][CH:13]=[CH:12][CH:11]=1.[BH4-].[Na+].[OH-].[Na+]. The catalyst is C(O)C. The product is [F:1][C:2]1[CH:7]=[C:6]([CH2:8][OH:9])[CH:5]=[CH:4][C:3]=1[C:10]1[CH:11]=[CH:12][CH:13]=[CH:14][CH:15]=1. The yield is 0.800. (4) The reactants are [NH2:1][C:2]1[CH:7]=[C:6](Cl)[CH:5]=[CH:4][C:3]=1[OH:9].[B:10]1([B:10]2[O:14][C:13]([CH3:16])([CH3:15])[C:12]([CH3:18])([CH3:17])[O:11]2)[O:14][C:13]([CH3:16])([CH3:15])[C:12]([CH3:18])([CH3:17])[O:11]1.CC([O-])=O.[K+]. The catalyst is O1CCOCC1.C1C=CC(/C=C/C(/C=C/C2C=CC=CC=2)=O)=CC=1.C1C=CC(/C=C/C(/C=C/C2C=CC=CC=2)=O)=CC=1.C1C=CC(/C=C/C(/C=C/C2C=CC=CC=2)=O)=CC=1.[Pd].[Pd]. The product is [NH2:1][C:2]1[CH:7]=[C:6]([B:10]2[O:14][C:13]([CH3:16])([CH3:15])[C:12]([CH3:18])([CH3:17])[O:11]2)[CH:5]=[CH:4][C:3]=1[OH:9]. The yield is 0.690. (5) The product is [CH2:13]1[C:21]2[C:16](=[CH:17][C:18]([N:22]3[CH2:6][CH2:7][CH:5]([C:8]([OH:9])=[O:10])[C:4]3=[O:11])=[CH:19][CH:20]=2)[CH2:15][O:14]1. The reactants are CC1(C)[O:9][C:8](=[O:10])[C:5]2([CH2:7][CH2:6]2)[C:4](=[O:11])O1.[CH2:13]1[C:21]2[C:16](=[CH:17][C:18]([NH2:22])=[CH:19][CH:20]=2)[CH2:15][O:14]1. The catalyst is C(O)C. The yield is 0.840. (6) The reactants are [CH3:1][C:2]1[CH:20]=[CH:19][C:5]([C:6]([NH:8][C:9]2[CH:14]=[CH:13][N:12]=[C:11]([C:15]([F:18])([F:17])[F:16])[CH:10]=2)=[O:7])=[CH:4][C:3]=1[N+:21]([O-])=O. The catalyst is CO.[Pd]. The product is [NH2:21][C:3]1[CH:4]=[C:5]([CH:19]=[CH:20][C:2]=1[CH3:1])[C:6]([NH:8][C:9]1[CH:14]=[CH:13][N:12]=[C:11]([C:15]([F:18])([F:16])[F:17])[CH:10]=1)=[O:7]. The yield is 0.780.